Dataset: Forward reaction prediction with 1.9M reactions from USPTO patents (1976-2016). Task: Predict the product of the given reaction. (1) Given the reactants [C:1]([O:5][C:6]([N:8]([CH2:10][C:11]1[CH:12]=[C:13]([C:32]2[CH2:37][CH2:36][CH2:35][CH2:34][CH:33]=2)[N:14]([S:16]([C:19]2[CH:20]=[C:21]([CH:29]=[CH:30][CH:31]=2)[O:22][CH2:23][C:24]([O:26]CC)=[O:25])(=[O:18])=[O:17])[CH:15]=1)[CH3:9])=[O:7])([CH3:4])([CH3:3])[CH3:2].[OH-].[Li+].O1CCCC1, predict the reaction product. The product is: [C:1]([O:5][C:6]([N:8]([CH2:10][C:11]1[CH:12]=[C:13]([C:32]2[CH2:37][CH2:36][CH2:35][CH2:34][CH:33]=2)[N:14]([S:16]([C:19]2[CH:20]=[C:21]([CH:29]=[CH:30][CH:31]=2)[O:22][CH2:23][C:24]([OH:26])=[O:25])(=[O:18])=[O:17])[CH:15]=1)[CH3:9])=[O:7])([CH3:4])([CH3:2])[CH3:3]. (2) Given the reactants [CH:1]([CH:14]1[CH2:19][CH2:18][NH:17][CH2:16][CH2:15]1)([C:8]1[CH:13]=[CH:12][CH:11]=[CH:10][CH:9]=1)[C:2]1[CH:7]=[CH:6][CH:5]=[CH:4][CH:3]=1.[O:20]=[C:21]1[C:25]([C:32]2[CH:37]=[CH:36][CH:35]=[CH:34][CH:33]=2)([C:26]2[CH:31]=[CH:30][CH:29]=[CH:28][CH:27]=2)[CH2:24][CH2:23][N:22]1[CH2:38][C:39](O)=[O:40], predict the reaction product. The product is: [CH:1]([CH:14]1[CH2:19][CH2:18][N:17]([C:39](=[O:40])[CH2:38][N:22]2[CH2:23][CH2:24][C:25]([C:26]3[CH:31]=[CH:30][CH:29]=[CH:28][CH:27]=3)([C:32]3[CH:37]=[CH:36][CH:35]=[CH:34][CH:33]=3)[C:21]2=[O:20])[CH2:16][CH2:15]1)([C:8]1[CH:9]=[CH:10][CH:11]=[CH:12][CH:13]=1)[C:2]1[CH:3]=[CH:4][CH:5]=[CH:6][CH:7]=1.